Dataset: Full USPTO retrosynthesis dataset with 1.9M reactions from patents (1976-2016). Task: Predict the reactants needed to synthesize the given product. (1) Given the product [CH2:11]([N:18]1[CH2:23][CH2:22][N:21]([C:7]2([C:1]#[N:2])[CH2:8][CH2:9][O:4][CH2:5][CH2:6]2)[CH2:20][CH2:19]1)[C:12]1[CH:13]=[CH:14][CH:15]=[CH:16][CH:17]=1, predict the reactants needed to synthesize it. The reactants are: [C-:1]#[N:2].[K+].[O:4]1[CH2:9][CH2:8][C:7](=O)[CH2:6][CH2:5]1.[CH2:11]([N:18]1[CH2:23][CH2:22][NH:21][CH2:20][CH2:19]1)[C:12]1[CH:17]=[CH:16][CH:15]=[CH:14][CH:13]=1. (2) Given the product [CH3:1][N:2]([CH3:17])[C@H:3]1[CH2:8][CH2:7][C@H:6]([NH2:9])[CH2:5][CH2:4]1, predict the reactants needed to synthesize it. The reactants are: [CH3:1][N:2]([CH3:17])[C@H:3]1[CH2:8][CH2:7][C@H:6]([NH:9]C(=O)OC(C)(C)C)[CH2:5][CH2:4]1.C(O)(C(F)(F)F)=O. (3) Given the product [Cl-:1].[Cl-:1].[C:39]([C:43]1[CH:49]=[CH:48][CH:47]=[CH:46][C:44]=1[N+:45]1[CH:23]=[CH:22][C:21]([C:18]2[CH:17]=[CH:16][N+:15]([C:7]3[CH:8]=[CH:9][CH:10]=[CH:11][C:6]=3[C:18]([CH3:21])([CH3:19])[CH3:17])=[CH:20][CH:19]=2)=[CH:26][CH:25]=1)([CH3:42])([CH3:40])[CH3:41], predict the reactants needed to synthesize it. The reactants are: [Cl-:1].[Cl-].[N+]([C:6]1[CH:11]=[C:10]([N+]([O-])=O)[CH:9]=[CH:8][C:7]=1[N+:15]1[CH:20]=[CH:19][C:18]([C:21]2[CH:26]=[CH:25][N+](C3C=CC([N+]([O-])=O)=CC=3[N+]([O-])=O)=[CH:23][CH:22]=2)=[CH:17][CH:16]=1)([O-])=O.[C:39]([C:43]1[CH:49]=[CH:48][CH:47]=[CH:46][C:44]=1[NH2:45])([CH3:42])([CH3:41])[CH3:40]. (4) Given the product [CH2:11]([O:18][C:19]1[CH:24]=[C:23]([O:25][CH2:26][CH2:27][CH2:28][CH2:29][NH2:30])[C:22]([CH2:31][CH3:32])=[CH:21][C:20]=1[C:33]1[CH:34]=[CH:35][C:36]([F:39])=[CH:37][CH:38]=1)[C:12]1[CH:13]=[CH:14][CH:15]=[CH:16][CH:17]=1, predict the reactants needed to synthesize it. The reactants are: [Cl-].[Al+3].[Cl-].[Cl-].[H-].[Al+3].[Li+].[H-].[H-].[H-].[CH2:11]([O:18][C:19]1[CH:24]=[C:23]([O:25][CH2:26][CH2:27][CH2:28][C:29]#[N:30])[C:22]([CH2:31][CH3:32])=[CH:21][C:20]=1[C:33]1[CH:38]=[CH:37][C:36]([F:39])=[CH:35][CH:34]=1)[C:12]1[CH:17]=[CH:16][CH:15]=[CH:14][CH:13]=1.